The task is: Predict the product of the given reaction.. This data is from Forward reaction prediction with 1.9M reactions from USPTO patents (1976-2016). (1) Given the reactants [CH:1]1([CH2:7][C:8]2[NH:12][N:11]=[C:10]([C:13]([O:15][CH2:16][CH3:17])=[O:14])[CH:9]=2)[CH2:6][CH2:5][CH2:4][CH2:3][CH2:2]1.[B-](F)(F)(F)[F:19].[B-](F)(F)(F)F.C1[N+]2(CCl)CC[N+](F)(CC2)C1, predict the reaction product. The product is: [CH:1]1([CH2:7][C:8]2[NH:12][N:11]=[C:10]([C:13]([O:15][CH2:16][CH3:17])=[O:14])[C:9]=2[F:19])[CH2:2][CH2:3][CH2:4][CH2:5][CH2:6]1. (2) Given the reactants [CH3:1][N:2]1[CH2:7][CH2:6][NH:5][CH2:4][CH2:3]1.Br[CH2:9][CH2:10][NH2:11].C(=O)([O-])[O-].[K+].[K+], predict the reaction product. The product is: [CH3:1][N:2]1[CH2:7][CH2:6][N:5]([CH2:9][CH2:10][NH2:11])[CH2:4][CH2:3]1. (3) Given the reactants [Cl:1][C:2]1[CH:3]=[C:4]([N:8]2[C:12]([CH2:13][NH2:14])=[CH:11][C:10]([C:15]([F:18])([F:17])[F:16])=[N:9]2)[CH:5]=[CH:6][CH:7]=1.[F:19][C:20]1[CH:25]=[CH:24][C:23]([NH:26][C:27]([C:29]2[N:34]=[CH:33][C:32]([CH:35]([CH3:39])[C:36](O)=[O:37])=[CH:31][N:30]=2)=[O:28])=[CH:22][CH:21]=1.F[B-](F)(F)F.N1(OC(N(C)C)=[N+](C)C)C2C=CC=CC=2N=N1.C(N(C(C)C)C(C)C)C, predict the reaction product. The product is: [Cl:1][C:2]1[CH:3]=[C:4]([N:8]2[C:12]([CH2:13][NH:14][C:36](=[O:37])[CH:35]([C:32]3[CH:31]=[N:30][C:29]([C:27]([NH:26][C:23]4[CH:22]=[CH:21][C:20]([F:19])=[CH:25][CH:24]=4)=[O:28])=[N:34][CH:33]=3)[CH3:39])=[CH:11][C:10]([C:15]([F:16])([F:17])[F:18])=[N:9]2)[CH:5]=[CH:6][CH:7]=1. (4) Given the reactants [Br:1][C:2]1[CH:7]=[C:6](F)[CH:5]=[CH:4][C:3]=1[C:9]([F:12])([F:11])[F:10].[H-].[Na+].[CH2:15]([OH:22])[C:16]1[CH:21]=[CH:20][CH:19]=[CH:18][CH:17]=1.O, predict the reaction product. The product is: [CH2:15]([O:22][C:6]1[CH:5]=[CH:4][C:3]([C:9]([F:12])([F:11])[F:10])=[C:2]([Br:1])[CH:7]=1)[C:16]1[CH:21]=[CH:20][CH:19]=[CH:18][CH:17]=1. (5) Given the reactants [C:1]12([C:11]3[CH:12]=[C:13]([C:18]4[CH:23]=[CH:22][C:21]([F:24])=[CH:20][C:19]=4[F:25])[CH:14]=[CH:15][C:16]=3[OH:17])[CH2:10][CH:5]3[CH2:6][CH:7]([CH2:9][CH:3]([CH2:4]3)[CH2:2]1)[CH2:8]2.[Cl:26][C:27]1[CH:32]=[C:31]([S:33]([C:36]([F:39])([F:38])[F:37])(=[O:35])=[O:34])[CH:30]=[CH:29][C:28]=1[N:40]=[C:41]=[O:42], predict the reaction product. The product is: [Cl:26][C:27]1[CH:32]=[C:31]([S:33]([C:36]([F:39])([F:38])[F:37])(=[O:35])=[O:34])[CH:30]=[CH:29][C:28]=1[NH:40][C:41]([C:15]1[CH:14]=[C:13]([C:18]2[CH:23]=[CH:22][C:21]([F:24])=[CH:20][C:19]=2[F:25])[CH:12]=[C:11]([C:1]23[CH2:2][CH:3]4[CH2:9][CH:7]([CH2:6][CH:5]([CH2:4]4)[CH2:10]2)[CH2:8]3)[C:16]=1[OH:17])=[O:42].